Dataset: Full USPTO retrosynthesis dataset with 1.9M reactions from patents (1976-2016). Task: Predict the reactants needed to synthesize the given product. (1) Given the product [NH2:25][C:9]1[CH:8]=[C:7]([O:28][C:29]([O:31][CH3:32])=[O:30])[C:6]([CH:1]2[CH2:2][CH2:3][CH2:4][CH2:5]2)=[CH:11][C:10]=1[CH:12]1[CH2:13][CH2:14][N:15]([C:18]([O:20][C:21]([CH3:24])([CH3:23])[CH3:22])=[O:19])[CH2:16][CH2:17]1, predict the reactants needed to synthesize it. The reactants are: [CH:1]1([C:6]2[C:7]([O:28][C:29]([O:31][CH3:32])=[O:30])=[CH:8][C:9]([N+:25]([O-])=O)=[C:10]([C:12]3[CH2:13][CH2:14][N:15]([C:18]([O:20][C:21]([CH3:24])([CH3:23])[CH3:22])=[O:19])[CH2:16][CH:17]=3)[CH:11]=2)[CH2:5][CH2:4][CH2:3][CH2:2]1. (2) Given the product [Cl:1][C:2]1[CH:22]=[CH:21][C:20]([C@H:23]2[C@H:28]([OH:29])[C@@H:27]([OH:37])[C@H:26]([OH:45])[C@@H:25]([CH2:53][OH:54])[O:24]2)=[CH:19][C:3]=1[CH2:4][C:5]1[CH:6]=[CH:7][C:8]([CH2:9][N:10]([CH:14]2[CH2:15][CH2:16]2)[C:11](=[O:13])[CH3:12])=[CH:17][CH:18]=1, predict the reactants needed to synthesize it. The reactants are: [Cl:1][C:2]1[CH:22]=[CH:21][C:20]([C@H:23]2[C@H:28]([O:29]CC3C=CC=CC=3)[C@@H:27]([O:37]CC3C=CC=CC=3)[C@H:26]([O:45]CC3C=CC=CC=3)[C@@H:25]([CH2:53][O:54]CC3C=CC=CC=3)[O:24]2)=[CH:19][C:3]=1[CH2:4][C:5]1[CH:18]=[CH:17][C:8]([CH2:9][N:10]([CH:14]2[CH2:16][CH2:15]2)[C:11](=[O:13])[CH3:12])=[CH:7][CH:6]=1.CO.ClC1C=CC=CC=1Cl. (3) Given the product [CH3:8][O:9][C:10]1[CH:11]=[C:12]([C:13]([O:15][CH2:16][CH2:17][O:18][C:19]([NH:7][C:3]2([C:4]([OH:6])=[O:5])[CH2:2][CH2:1]2)=[O:20])=[O:14])[CH:29]=[CH:30][C:31]=1[O:32][CH3:33], predict the reactants needed to synthesize it. The reactants are: [CH2:1]1[C:3]([NH2:7])([C:4]([OH:6])=[O:5])[CH2:2]1.[CH3:8][O:9][C:10]1[CH:11]=[C:12]([CH:29]=[CH:30][C:31]=1[O:32][CH3:33])[C:13]([O:15][CH2:16][CH2:17][O:18][C:19](ON1C(=O)CCC1=O)=[O:20])=[O:14]. (4) Given the product [CH3:14][O:13][CH2:12][CH:11]([NH:10][C:8]([C:3]1[C:2]([NH:1][CH3:26])=[CH:7][N:6]=[CH:5][N:4]=1)=[O:9])[C:15]1[CH:20]=[CH:19][C:18]([O:21][C:22]([F:25])([F:24])[F:23])=[CH:17][CH:16]=1, predict the reactants needed to synthesize it. The reactants are: [NH2:1][C:2]1[C:3]([C:8]([NH:10][CH:11]([C:15]2[CH:20]=[CH:19][C:18]([O:21][C:22]([F:25])([F:24])[F:23])=[CH:17][CH:16]=2)[CH2:12][O:13][CH3:14])=[O:9])=[N:4][CH:5]=[N:6][CH:7]=1.[CH2:26](O)C.C=O.[BH4-].[Na+].